This data is from Full USPTO retrosynthesis dataset with 1.9M reactions from patents (1976-2016). The task is: Predict the reactants needed to synthesize the given product. (1) Given the product [CH3:20][C:3]1[CH:4]=[C:5]([O:9][Si:10]([CH:17]([CH3:19])[CH3:18])([CH:14]([CH3:16])[CH3:15])[CH:11]([CH3:13])[CH3:12])[CH:6]=[C:7]([CH3:8])[C:2]=1[CH:31]([C:30]1[CH:33]=[CH:34][C:27]([F:26])=[C:28]([C:35]([CH3:37])=[CH2:36])[CH:29]=1)[OH:32], predict the reactants needed to synthesize it. The reactants are: Br[C:2]1[C:7]([CH3:8])=[CH:6][C:5]([O:9][Si:10]([CH:17]([CH3:19])[CH3:18])([CH:14]([CH3:16])[CH3:15])[CH:11]([CH3:13])[CH3:12])=[CH:4][C:3]=1[CH3:20].C([Li])CCC.[F:26][C:27]1[CH:34]=[CH:33][C:30]([CH:31]=[O:32])=[CH:29][C:28]=1[C:35]([CH3:37])=[CH2:36]. (2) Given the product [Cl:8][C:9]1[CH:10]=[C:11]([C@@H:24]([NH:29][C:30](=[O:50])[CH2:31][NH:32][C:33](=[O:49])[C:34]2[CH:39]=[C:38]([NH:40][C:41]3[NH:46][CH2:45][CH:44]([OH:47])[CH2:43][N:42]=3)[CH:37]=[C:36]([OH:48])[CH:35]=2)[CH2:25][C:26]([OH:28])=[O:27])[CH:12]=[C:13]([C:15]2([CH2:21][OH:22])[CH2:20][CH2:19][O:18][CH2:17][CH2:16]2)[CH:14]=1, predict the reactants needed to synthesize it. The reactants are: OC(C(F)(F)F)=O.[Cl:8][C:9]1[CH:10]=[C:11]([C@@H:24]([NH:29][C:30](=[O:50])[CH2:31][NH:32][C:33](=[O:49])[C:34]2[CH:39]=[C:38]([NH:40][C:41]3[NH:42][CH2:43][CH:44]([OH:47])[CH2:45][N:46]=3)[CH:37]=[C:36]([OH:48])[CH:35]=2)[CH2:25][C:26]([OH:28])=[O:27])[CH:12]=[C:13]([C:15]2([CH2:21][O:22]C)[CH2:20][CH2:19][O:18][CH2:17][CH2:16]2)[CH:14]=1.C1OCCOCCOCCOCCOC1.[I-].[Na+].C(=O)=O.CC#N.B(Br)(Br)Br. (3) Given the product [Cl:17][C:15]1[N:14]=[C:13]([NH:18][C:19]2[NH:23][N:22]=[C:21]([CH:24]3[CH2:26][CH2:25]3)[CH:20]=2)[N:12]=[C:11]([N:38]2[CH2:39][CH2:40][CH2:41][C@@:37]2([CH3:42])[C:35]([NH:34][C:31]2[CH:32]=[N:33][CH:28]=[CH:29][N:4]=2)=[O:36])[N:16]=1, predict the reactants needed to synthesize it. The reactants are: C([N:4](C(C)C)CC)(C)C.Cl[C:11]1[N:16]=[C:15]([Cl:17])[N:14]=[C:13]([NH:18][C:19]2[NH:23][N:22]=[C:21]([CH:24]3[CH2:26][CH2:25]3)[CH:20]=2)[N:12]=1.F[C:28]1[N:33]=[CH:32][C:31]([NH:34][C:35]([C@:37]2([CH3:42])[CH2:41][CH2:40][CH2:39][NH:38]2)=[O:36])=C[CH:29]=1. (4) Given the product [NH2:1][C:4]1[CH:9]=[CH:8][C:7]([N:10]2[CH2:15][CH2:14][N:13]([C:16]([O:18][C:19]([CH3:22])([CH3:21])[CH3:20])=[O:17])[CH2:12][CH2:11]2)=[CH:6][CH:5]=1, predict the reactants needed to synthesize it. The reactants are: [N+:1]([C:4]1[CH:9]=[CH:8][C:7]([N:10]2[CH2:15][CH2:14][N:13]([C:16]([O:18][C:19]([CH3:22])([CH3:21])[CH3:20])=[O:17])[CH2:12][CH2:11]2)=[CH:6][CH:5]=1)([O-])=O.CO.